This data is from Catalyst prediction with 721,799 reactions and 888 catalyst types from USPTO. The task is: Predict which catalyst facilitates the given reaction. (1) Reactant: [CH2:1]([O:3][C:4](=[O:24])[C:5]1[CH:10]=[CH:9][C:8]([C:11]2[N:12]=[C:13]3[C:18](=[N:19][CH:20]=2)[N:17]=[C:16]([S:21][CH3:22])[N:15]=[C:14]3O)=[CH:7][CH:6]=1)[CH3:2].[F:25][C:26]([F:30])([F:29])[CH2:27][NH2:28].F[P-](F)(F)(F)(F)F.N1(O[P+](N(C)C)(N(C)C)N(C)C)C2C=CC=CC=2N=N1.CCN(C(C)C)C(C)C. Product: [CH2:1]([O:3][C:4](=[O:24])[C:5]1[CH:10]=[CH:9][C:8]([C:11]2[N:12]=[C:13]3[C:18](=[N:19][CH:20]=2)[N:17]=[C:16]([S:21][CH3:22])[N:15]=[C:14]3[NH:28][CH2:27][C:26]([F:30])([F:29])[F:25])=[CH:7][CH:6]=1)[CH3:2]. The catalyst class is: 18. (2) Reactant: N([O-])=O.[Na+].[CH3:5][C:6]1[CH:17]=[CH:16][C:9]2[N:10]=[C:11](N)[N:12]=[N+:13]([O-:14])[C:8]=2[CH:7]=1.CN(C)C1C=CC=CC=1.O=P(Cl)(Cl)[Cl:29]. Product: [Cl:29][C:11]1[N:12]=[N+:13]([O-:14])[C:8]2[CH:7]=[C:6]([CH3:5])[CH:17]=[CH:16][C:9]=2[N:10]=1. The catalyst class is: 223. (3) Reactant: [O:1]=[C:2]1[C:6]2([CH2:11][CH2:10][N:9]([C:12]([O:14][C:15]([CH3:18])([CH3:17])[CH3:16])=[O:13])[CH2:8][CH2:7]2)[CH2:5][CH2:4][NH:3]1.FC(F)(F)S(O[C:25]1[CH2:26][O:27][C:28](=[O:33])[C:29]=1[CH:30]([CH3:32])[CH3:31])(=O)=O.CC1(C)C2C(=C(P(C3C=CC=CC=3)C3C=CC=CC=3)C=CC=2)OC2C(P(C3C=CC=CC=3)C3C=CC=CC=3)=CC=CC1=2.O.C(=O)([O-])[O-].[K+].[K+]. Product: [CH:30]([C:29]1[C:28](=[O:33])[O:27][CH2:26][C:25]=1[N:3]1[CH2:4][CH2:5][C:6]2([CH2:11][CH2:10][N:9]([C:12]([O:14][C:15]([CH3:18])([CH3:17])[CH3:16])=[O:13])[CH2:8][CH2:7]2)[C:2]1=[O:1])([CH3:32])[CH3:31]. The catalyst class is: 164. (4) Reactant: [NH2:1][C:2]1[C:3]([O:26][CH3:27])=[CH:4][C:5]2[CH2:11][N:10]([CH2:12][C:13]([N:15]([CH3:17])[CH3:16])=[O:14])[CH2:9][C:8](=[O:18])[N:7]([CH2:19][C:20](=[O:24])[N:21]([CH3:23])[CH3:22])[C:6]=2[CH:25]=1.Cl[C:29]1[N:34]=[C:33]([NH:35][C:36]2[CH:41]=[CH:40][CH:39]=[CH:38][C:37]=2[S:42]([N:45]([CH3:47])[CH3:46])(=[O:44])=[O:43])[C:32]([Cl:48])=[CH:31][N:30]=1.C12(CS(O)(=O)=O)C(C)(C)C(CC1)CC2=O. Product: [Cl:48][C:32]1[C:33]([NH:35][C:36]2[CH:41]=[CH:40][CH:39]=[CH:38][C:37]=2[S:42](=[O:44])(=[O:43])[N:45]([CH3:46])[CH3:47])=[N:34][C:29]([NH:1][C:2]2[C:3]([O:26][CH3:27])=[CH:4][C:5]3[CH2:11][N:10]([CH2:12][C:13]([N:15]([CH3:17])[CH3:16])=[O:14])[CH2:9][C:8](=[O:18])[N:7]([CH2:19][C:20](=[O:24])[N:21]([CH3:22])[CH3:23])[C:6]=3[CH:25]=2)=[N:30][CH:31]=1. The catalyst class is: 32. (5) Reactant: [CH:1]1[C:6]2[C:7]3[C:16]([C:17]4[C:22]([C:5]=2[CH:4]=[CH:3][CH:2]=1)=[CH:21][CH:20]=[CH:19][CH:18]=4)=[CH:15][C:14](B(O)O)=[C:13]1[C:8]=3[CH:9]=[CH:10][CH:11]=[CH:12]1.[Br:26][C:27]1[CH:28]=[C:29](I)[CH:30]=[CH:31][CH:32]=1.C(=O)([O-])[O-].[Na+].[Na+]. Product: [Br:26][C:27]1[CH:28]=[C:29]([C:14]2[CH:15]=[C:16]3[C:7](=[C:8]4[C:13]=2[CH:12]=[CH:11][CH:10]=[CH:9]4)[C:6]2[CH:1]=[CH:2][CH:3]=[CH:4][C:5]=2[C:22]2[C:17]3=[CH:18][CH:19]=[CH:20][CH:21]=2)[CH:30]=[CH:31][CH:32]=1. The catalyst class is: 11. (6) Reactant: CCN(CC)CC.[B-](F)(F)(F)F.CCN([S+](F)[F:19])CC.O[C@@H:22]([C:42]1[CH:47]=[N:46][C:45]([N:48]2[CH:52]=[N:51][N:50]=[N:49]2)=[CH:44][N:43]=1)[CH2:23][NH+:24]1[CH2:41][CH2:40][C:27]2([C:31](=[O:32])[N:30]([C:33]3[CH2:34][O:35][C:36](=[O:39])[C:37]=3[CH3:38])[CH2:29][CH2:28]2)[CH2:26][CH2:25]1. Product: [N:48]1([C:45]2[N:46]=[CH:47][C:42]([C@@H:22]([F:19])[CH2:23][N:24]3[CH2:41][CH2:40][C:27]4([C:31](=[O:32])[N:30]([C:33]5[CH2:34][O:35][C:36](=[O:39])[C:37]=5[CH3:38])[CH2:29][CH2:28]4)[CH2:26][CH2:25]3)=[N:43][CH:44]=2)[CH:52]=[N:51][N:50]=[N:49]1. The catalyst class is: 2. (7) Reactant: S(=O)(=O)(O)O.[CH3:6][O:7][C:8]1[CH:9]=[C:10]2[C:14](=[CH:15][CH:16]=1)[C:13](=[O:17])[CH2:12][CH2:11]2.[N-:18]=[N+]=[N-].[Na+]. Product: [CH3:6][O:7][C:8]1[CH:9]=[C:10]2[C:14](=[CH:15][CH:16]=1)[C:13](=[O:17])[NH:18][CH2:12][CH2:11]2. The catalyst class is: 48. (8) Reactant: [OH:1][C:2]1[CH:10]=[CH:9][CH:8]=[CH:7][C:3]=1[C:4](O)=[O:5].S(Cl)([Cl:13])=O.CN(C=O)C. Product: [OH:1][C:2]1[CH:10]=[CH:9][CH:8]=[CH:7][C:3]=1[C:4]([Cl:13])=[O:5]. The catalyst class is: 2. (9) Reactant: [NH2:1][C:2]1[CH:7]=[CH:6][C:5](/[CH:8]=[CH:9]/[C:10]([O:12][CH3:13])=[O:11])=[CH:4][C:3]=1[N+:14]([O-])=O.O.O.[Sn](Cl)Cl. Product: [NH2:14][C:3]1[CH:4]=[C:5](/[CH:8]=[CH:9]/[C:10]([O:12][CH3:13])=[O:11])[CH:6]=[CH:7][C:2]=1[NH2:1]. The catalyst class is: 8. (10) Reactant: [C:1]([CH2:3][C:4]1[CH:11]=[CH:10][CH:9]=[C:8](F)[C:5]=1[C:6]#[N:7])#[N:2].O.[NH2:14][NH2:15]. Product: [NH2:7][C:6]1[C:5]2[C:8](=[CH:9][CH:10]=[CH:11][C:4]=2[CH2:3][C:1]#[N:2])[NH:15][N:14]=1. The catalyst class is: 8.